This data is from Reaction yield outcomes from USPTO patents with 853,638 reactions. The task is: Predict the reaction yield, written as a fraction of the theoretical maximum amount of product (1.0 means a 100% yield; for example, 0.34 means a 34% yield). (1) The reactants are [CH2:1]([O:3][C:4](=[O:31])[CH2:5][N:6]([CH2:17][C:18]([N:20]([N:22]1[CH2:30][C:29]2[C:24](=[CH:25][CH:26]=[CH:27][CH:28]=2)[CH2:23]1)[CH3:21])=[O:19])[C:7]1[CH:8]=[C:9]2[C:13](=[CH:14][C:15]=1[CH3:16])[NH:12][N:11]=[CH:10]2)[CH3:2].[CH2:32](I)[CH3:33]. No catalyst specified. The product is [CH2:1]([O:3][C:4](=[O:31])[CH2:5][N:6]([CH2:17][C:18]([N:20]([N:22]1[CH2:23][C:24]2[C:29](=[CH:28][CH:27]=[CH:26][CH:25]=2)[CH2:30]1)[CH3:21])=[O:19])[C:7]1[CH:8]=[C:9]2[C:13](=[CH:14][C:15]=1[CH3:16])[N:12]([CH2:32][CH3:33])[N:11]=[CH:10]2)[CH3:2]. The yield is 0.690. (2) The yield is 0.410. The catalyst is O.C(O)C. The product is [C:28]([C:31](=[N:19][NH:1][C:2]1[CH:9]=[CH:8][CH:7]=[CH:6][C:3]=1[C:4]#[N:5])[C:32](=[O:34])[CH3:33])(=[O:30])[CH3:29]. The reactants are [NH2:1][C:2]1[CH:9]=[CH:8][CH:7]=[CH:6][C:3]=1[C:4]#[N:5].P(=O)(O)(O)O.[N+]([O-])(O)=O.[N:19]([O-])=O.[Na+].C([O-])(=O)C.[K+].[C:28]([CH2:31][C:32](=[O:34])[CH3:33])(=[O:30])[CH3:29]. (3) The reactants are C(=O)([O-])[O-].[Cs+].[Cs+].Br[CH2:8][CH2:9][CH:10]1[O:14][CH2:13][CH2:12][O:11]1.CN(C)C=O.[F:20][C:21]1[CH:22]=[C:23]([OH:28])[CH:24]=[N:25][C:26]=1[F:27]. The product is [O:11]1[CH2:12][CH2:13][O:14][CH:10]1[CH2:9][CH2:8][O:28][C:23]1[CH:22]=[C:21]([F:20])[C:26]([F:27])=[N:25][CH:24]=1. The catalyst is O. The yield is 0.380. (4) The reactants are CC(C)([O-])C.[K+].[Br:7][C:8]1[N:9]=[C:10]([C:15]#[C:16][Si](CC)(CC)CC)[C:11]([NH2:14])=[N:12][CH:13]=1. The catalyst is CN1CCCC1=O.CCOC(C)=O.O. The product is [Br:7][C:8]1[N:9]=[C:10]2[CH:15]=[CH:16][NH:14][C:11]2=[N:12][CH:13]=1. The yield is 0.703. (5) The reactants are [N+:1]([O-:4])(O)=[O:2].OS(O)(=O)=O.[F:10][C:11]1[CH:12]=[C:13]([CH:17]=[C:18]([F:20])[CH:19]=1)[C:14]([OH:16])=[O:15]. No catalyst specified. The product is [F:10][C:11]1[C:12]([N+:1]([O-:4])=[O:2])=[C:13]([CH:17]=[C:18]([F:20])[CH:19]=1)[C:14]([OH:16])=[O:15]. The yield is 0.800. (6) The reactants are [NH2:1][C:2]1[CH:7]=[CH:6][C:5]([N+:8]([O-:10])=[O:9])=[CH:4][C:3]=1[S:11]([OH:14])(=O)=[O:12].P(Cl)(Cl)(Cl)=O.[OH-].[NH4+:21].[OH-].[Na+].C. The catalyst is S1(CCCC1)(=O)=O. The product is [NH2:1][C:2]1[CH:7]=[CH:6][C:5]([N+:8]([O-:10])=[O:9])=[CH:4][C:3]=1[S:11]([NH2:21])(=[O:14])=[O:12]. The yield is 0.650.